From a dataset of NCI-60 drug combinations with 297,098 pairs across 59 cell lines. Regression. Given two drug SMILES strings and cell line genomic features, predict the synergy score measuring deviation from expected non-interaction effect. (1) Drug 1: C1CN1P(=S)(N2CC2)N3CC3. Drug 2: C1CC(C1)(C(=O)O)C(=O)O.[NH2-].[NH2-].[Pt+2]. Cell line: HCT-15. Synergy scores: CSS=17.2, Synergy_ZIP=-7.68, Synergy_Bliss=-7.06, Synergy_Loewe=-8.63, Synergy_HSA=-3.15. (2) Drug 1: CC12CCC3C(C1CCC2O)C(CC4=C3C=CC(=C4)O)CCCCCCCCCS(=O)CCCC(C(F)(F)F)(F)F. Drug 2: C#CCC(CC1=CN=C2C(=N1)C(=NC(=N2)N)N)C3=CC=C(C=C3)C(=O)NC(CCC(=O)O)C(=O)O. Cell line: BT-549. Synergy scores: CSS=4.43, Synergy_ZIP=-2.90, Synergy_Bliss=-5.17, Synergy_Loewe=-0.397, Synergy_HSA=-1.66. (3) Drug 1: CC(C)NC(=O)C1=CC=C(C=C1)CNNC.Cl. Drug 2: C(CN)CNCCSP(=O)(O)O. Cell line: NCI/ADR-RES. Synergy scores: CSS=5.08, Synergy_ZIP=-1.77, Synergy_Bliss=-2.61, Synergy_Loewe=1.12, Synergy_HSA=-0.704.